Dataset: NCI-60 drug combinations with 297,098 pairs across 59 cell lines. Task: Regression. Given two drug SMILES strings and cell line genomic features, predict the synergy score measuring deviation from expected non-interaction effect. (1) Drug 1: CC(C1=C(C=CC(=C1Cl)F)Cl)OC2=C(N=CC(=C2)C3=CN(N=C3)C4CCNCC4)N. Drug 2: C1=C(C(=O)NC(=O)N1)F. Cell line: T-47D. Synergy scores: CSS=26.5, Synergy_ZIP=-5.19, Synergy_Bliss=-4.49, Synergy_Loewe=-6.27, Synergy_HSA=-5.71. (2) Drug 1: C1=NC2=C(N=C(N=C2N1C3C(C(C(O3)CO)O)O)F)N. Drug 2: C1=CN(C=N1)CC(O)(P(=O)(O)O)P(=O)(O)O. Cell line: SK-MEL-28. Synergy scores: CSS=0.0640, Synergy_ZIP=-4.01, Synergy_Bliss=-1.38, Synergy_Loewe=-4.29, Synergy_HSA=-2.04. (3) Drug 1: C1CC(C1)(C(=O)O)C(=O)O.[NH2-].[NH2-].[Pt+2]. Drug 2: CC(C)CN1C=NC2=C1C3=CC=CC=C3N=C2N. Cell line: HCC-2998. Synergy scores: CSS=12.5, Synergy_ZIP=4.19, Synergy_Bliss=7.65, Synergy_Loewe=7.08, Synergy_HSA=6.66.